Dataset: Catalyst prediction with 721,799 reactions and 888 catalyst types from USPTO. Task: Predict which catalyst facilitates the given reaction. Reactant: C(OC1C=CC([C:15]2[O:19][C:18]([CH3:21])([CH3:20])[C:17](=[O:22])[C:16]=2[C:23]2[CH:28]=[CH:27][N:26]=[CH:25][CH:24]=2)=CC=1)C1C=CC=CC=1. Product: [CH3:20][C:18]1([CH3:21])[C:17](=[O:22])[C:16]([C:23]2[CH:28]=[CH:27][N:26]=[CH:25][CH:24]=2)=[CH:15][O:19]1. The catalyst class is: 5.